From a dataset of Reaction yield outcomes from USPTO patents with 853,638 reactions. Predict the reaction yield, written as a fraction of the theoretical maximum amount of product (1.0 means a 100% yield; for example, 0.34 means a 34% yield). (1) The reactants are [C:1]12([C:11](Cl)=[O:12])[CH2:10][CH:5]3[CH2:6][CH:7]([CH2:9][CH:3]([CH2:4]3)[CH2:2]1)[CH2:8]2.N1C=CC=CC=1.O[NH:21][C:22](=[NH:31])[CH2:23][C:24]1[CH:29]=[CH:28][C:27]([CH3:30])=[CH:26][CH:25]=1. The catalyst is C1(C)C=CC=CC=1. The product is [C:1]12([C:11]3[O:12][N:31]=[C:22]([CH2:23][C:24]4[CH:29]=[CH:28][C:27]([CH3:30])=[CH:26][CH:25]=4)[N:21]=3)[CH2:10][CH:5]3[CH2:6][CH:7]([CH2:9][CH:3]([CH2:4]3)[CH2:2]1)[CH2:8]2. The yield is 0.390. (2) The reactants are [O:1]1[CH2:5][CH2:4][O:3][CH:2]1[CH2:6][C:7]1[CH:8]=[C:9]([CH:13]=[CH:14][CH:15]=1)[C:10](O)=[O:11].Cl.[CH3:17][NH:18][CH3:19].C(Cl)CCl. The catalyst is CN(C1C=CN=CC=1)C.C(Cl)Cl. The product is [O:1]1[CH2:5][CH2:4][O:3][CH:2]1[CH2:6][C:7]1[CH:8]=[C:9]([CH:13]=[CH:14][CH:15]=1)[C:10]([N:18]([CH3:19])[CH3:17])=[O:11]. The yield is 0.860. (3) The reactants are Br[C:2]1[CH:3]=[C:4]2[C:10]([C:11]3[CH:16]=[CH:15][CH:14]=[CH:13][C:12]=3[O:17][CH3:18])=[CH:9][N:8]([CH2:19][O:20][CH2:21][CH2:22][Si:23]([CH3:26])([CH3:25])[CH3:24])[C:5]2=[N:6][CH:7]=1.N1CCC[C@H]1C(O)=O.C(=O)([O-])[O-].[K+].[K+].[CH3:41][N:42]([CH3:50])[C:43]([CH:45]1[CH2:49][CH2:48][NH:47][CH2:46]1)=[O:44]. The catalyst is [Cu]I. The product is [CH3:41][N:42]([CH3:50])[C:43]([CH:45]1[CH2:49][CH2:48][N:47]([C:2]2[CH:3]=[C:4]3[C:10]([C:11]4[CH:16]=[CH:15][CH:14]=[CH:13][C:12]=4[O:17][CH3:18])=[CH:9][N:8]([CH2:19][O:20][CH2:21][CH2:22][Si:23]([CH3:26])([CH3:25])[CH3:24])[C:5]3=[N:6][CH:7]=2)[CH2:46]1)=[O:44]. The yield is 0.360. (4) The reactants are Br[C:2]1[CH:7]=[CH:6][C:5]([O:8][CH2:9][CH2:10][CH2:11][CH2:12][CH2:13][CH2:14][CH2:15][CH3:16])=[CH:4][CH:3]=1.[Li]CCCC.C([O:24][C:25]1[CH2:30][CH2:29][CH2:28][C:27](=O)[CH:26]=1)C.Cl. The catalyst is C1COCC1. The product is [CH2:9]([O:8][C:5]1[CH:6]=[CH:7][C:2]([C:27]2[CH2:28][CH2:29][CH2:30][C:25](=[O:24])[CH:26]=2)=[CH:3][CH:4]=1)[CH2:10][CH2:11][CH2:12][CH2:13][CH2:14][CH2:15][CH3:16]. The yield is 0.270. (5) The reactants are C1(P(C2C=CC=CC=2)C2C=CC=CC=2)C=CC=CC=1.[OH:20][C:21]1[C:22]([CH2:34][CH:35]=[C:36]([CH3:39])[CH2:37]O)=[C:23]([O:32][CH3:33])[C:24]([CH3:31])=[C:25]2[C:29]=1[C:28](=[O:30])[O:27][CH2:26]2.C(Br)(Br)(Br)[Br:41]. The catalyst is ClCCl. The product is [Br:41][CH2:37][C:36]([CH3:39])=[CH:35][CH2:34][C:22]1[C:21]([OH:20])=[C:29]2[C:25]([CH2:26][O:27][C:28]2=[O:30])=[C:24]([CH3:31])[C:23]=1[O:32][CH3:33]. The yield is 0.420. (6) The reactants are [Cl:1][C:2]1[CH:10]=[C:9]2[C:5]([C:6]([C:11](=[O:16])[C:12]([F:15])([F:14])[F:13])=[CH:7][NH:8]2)=[CH:4][CH:3]=1.[F:17][C:18]1[CH:19]=[C:20](B(O)O)[CH:21]=[C:22]([F:24])[CH:23]=1.N1C=CC=CC=1. The catalyst is C(Cl)Cl.CC([O-])=O.CC([O-])=O.[Cu+2]. The product is [Cl:1][C:2]1[CH:10]=[C:9]2[C:5]([C:6]([C:11](=[O:16])[C:12]([F:13])([F:14])[F:15])=[CH:7][N:8]2[C:20]2[CH:19]=[C:18]([F:17])[CH:23]=[C:22]([F:24])[CH:21]=2)=[CH:4][CH:3]=1. The yield is 0.710. (7) The reactants are [CH3:13][C:12]([O:11][C:9](O[C:9]([O:11][C:12]([CH3:15])([CH3:14])[CH3:13])=[O:10])=[O:10])([CH3:15])[CH3:14].[NH2:16][C@@:17]1([CH2:24][C:25]#[CH:26])[CH2:21][CH2:20][N:19]([CH3:22])[C:18]1=[O:23]. The catalyst is C(Cl)Cl. The product is [CH3:22][N:19]1[CH2:20][CH2:21][C@@:17]([NH:16][C:9](=[O:10])[O:11][C:12]([CH3:13])([CH3:14])[CH3:15])([CH2:24][C:25]#[CH:26])[C:18]1=[O:23]. The yield is 0.944. (8) The reactants are F[C:2]1[CH:7]=[C:6]([O:8][CH3:9])[CH:5]=[CH:4][C:3]=1[O:10][CH3:11].C([Li])CCC.[C:17]1([CH3:27])[CH:22]=[C:21]([CH3:23])[CH:20]=[C:19]([CH3:24])[C:18]=1[Mg]Br.[I:28]I. The catalyst is ClCCl. The product is [I:28][C:7]1[C:6]([O:8][CH3:9])=[CH:5][CH:4]=[C:3]([O:10][CH3:11])[C:2]=1[C:18]1[C:19]([CH3:24])=[CH:20][C:21]([CH3:23])=[CH:22][C:17]=1[CH3:27]. The yield is 0.450. (9) The reactants are Br[C:2]1[C:6]2[CH:7]=[CH:8][C:9]([O:11][CH3:12])=[CH:10][C:5]=2[S:4][CH:3]=1.[C:13]1(=[O:19])[CH2:18][CH2:17][CH2:16][CH2:15][CH2:14]1.O. The catalyst is CCOCC. The product is [OH:19][C:13]1([C:2]2[C:6]3[CH:7]=[CH:8][C:9]([O:11][CH3:12])=[CH:10][C:5]=3[S:4][CH:3]=2)[CH2:18][CH2:17][CH2:16][CH2:15][CH2:14]1. The yield is 0.650. (10) The reactants are [N+:1]([C:4]1[CH:13]=[C:12]2[C:7]([CH2:8][CH2:9][N:10]([C:14]([O:16][C:17]([CH3:20])([CH3:19])[CH3:18])=[O:15])[CH2:11]2)=[CH:6][CH:5]=1)([O-])=O. The catalyst is CO.[OH-].[OH-].[Pd+2]. The product is [NH2:1][C:4]1[CH:13]=[C:12]2[C:7]([CH2:8][CH2:9][N:10]([C:14]([O:16][C:17]([CH3:20])([CH3:19])[CH3:18])=[O:15])[CH2:11]2)=[CH:6][CH:5]=1. The yield is 0.690.